This data is from Reaction yield outcomes from USPTO patents with 853,638 reactions. The task is: Predict the reaction yield, written as a fraction of the theoretical maximum amount of product (1.0 means a 100% yield; for example, 0.34 means a 34% yield). (1) The reactants are [NH2:1][C:2]1[C:3]([F:12])=[C:4]([CH:8]=[CH:9][C:10]=1[Cl:11])[C:5](O)=[O:6].ClC([N:18](C)C)=C(C)C.N. No catalyst specified. The product is [NH2:1][C:2]1[C:3]([F:12])=[C:4]([CH:8]=[CH:9][C:10]=1[Cl:11])[C:5]([NH2:18])=[O:6]. The yield is 0.690. (2) The reactants are [CH2:1]([N:3]([CH2:20][CH3:21])[CH2:4][CH2:5][NH:6]C(C1C=CC2C(=CC=C(I)C=2)C=1)=O)[CH3:2].[I:22][C:23]1[CH:24]=[C:25]2[C:30](=[CH:31][CH:32]=1)[NH:29][CH:28]=[C:27]([C:33]([O:35]CC)=O)[C:26]2=[O:38].[K+].[Br-].Cl.C(N(CC)CCNC(C1NC2C(C=1)=CC(I)=CC=2)=O)C. The catalyst is ClCCl.C(O)C. The product is [CH2:1]([N:3]([CH2:20][CH3:21])[CH2:4][CH2:5][NH:6][C:33]([C:27]1[C:26](=[O:38])[C:25]2[C:30](=[CH:31][CH:32]=[C:23]([I:22])[CH:24]=2)[NH:29][CH:28]=1)=[O:35])[CH3:2]. The yield is 0.810.